This data is from Forward reaction prediction with 1.9M reactions from USPTO patents (1976-2016). The task is: Predict the product of the given reaction. (1) Given the reactants [CH2:1]([O:8][C:9]([CH:11]1[CH2:19][CH:18]2[CH:13]([CH2:14][CH2:15][CH2:16][CH2:17]2)[NH:12]1)=[O:10])[C:2]1[CH:7]=[CH:6][CH:5]=[CH:4][CH:3]=1.CC1C=CC(S(O)(=O)=O)=CC=1.C(Cl)Cl, predict the reaction product. The product is: [CH2:1]([O:8][C:9]([CH:11]1[CH2:19][CH:18]2[CH:13]([CH2:14][CH2:15][CH2:16][CH2:17]2)[NH:12]1)=[O:10])[C:2]1[CH:3]=[CH:4][CH:5]=[CH:6][CH:7]=1. (2) Given the reactants [CH2:1]([N:8]1CCN(C2SC(C(O)=O)=C(C)N=2)C1=O)[C:2]1[CH:7]=[CH:6][CH:5]=[CH:4][CH:3]=1.[CH3:23][C:24]1[N:25]=[C:26]([N:32]2[CH2:36][CH2:35][N:34]([CH2:37][CH2:38][C:39]3[CH:44]=[CH:43][CH:42]=[CH:41][CH:40]=3)[C:33]2=[O:45])[S:27][C:28]=1[C:29]([OH:31])=O.C(N)C1C=CC=CC=1, predict the reaction product. The product is: [CH2:1]([NH:8][C:29]([C:28]1[S:27][C:26]([N:32]2[CH2:36][CH2:35][N:34]([CH2:37][CH2:38][C:39]3[CH:44]=[CH:43][CH:42]=[CH:41][CH:40]=3)[C:33]2=[O:45])=[N:25][C:24]=1[CH3:23])=[O:31])[C:2]1[CH:7]=[CH:6][CH:5]=[CH:4][CH:3]=1. (3) Given the reactants P(Cl)(Cl)(Cl)=O.[NH2:6][C:7]1[C:8]([C:15]([NH2:17])=O)=[N:9][N:10]([CH:12]([CH3:14])[CH3:13])[N:11]=1.N, predict the reaction product. The product is: [NH2:6][C:7]1[C:8]([C:15]#[N:17])=[N:9][N:10]([CH:12]([CH3:14])[CH3:13])[N:11]=1. (4) Given the reactants C([N-]C(C)C)(C)C.[Li+].[N:9]1[CH:14]=[CH:13][CH:12]=[CH:11][C:10]=1[CH3:15].OO.[CH3:18][C:19]([OH:21])=[O:20].ClC1C=CC=C(C(OO)=O)C=1.C(OC(=O)C)(=O)C, predict the reaction product. The product is: [C:19]([O:21][CH2:15][C:10]1[CH:11]=[CH:12][CH:13]=[CH:14][N:9]=1)(=[O:20])[CH3:18]. (5) Given the reactants [OH:1][C:2]1([CH2:15][CH2:16][S:17]([C:20]2[CH:25]=[CH:24][C:23]([S:26]([CH3:29])(=[O:28])=[O:27])=[CH:22][CH:21]=2)(=[O:19])=[O:18])[CH2:7][CH2:6][N:5]([C:8]([O:10][C:11]([CH3:14])([CH3:13])[CH3:12])=[O:9])[CH2:4][CH2:3]1.[H-].[Na+].[CH3:32]I, predict the reaction product. The product is: [CH3:32][O:1][C:2]1([CH2:15][CH2:16][S:17]([C:20]2[CH:25]=[CH:24][C:23]([S:26]([CH3:29])(=[O:28])=[O:27])=[CH:22][CH:21]=2)(=[O:18])=[O:19])[CH2:7][CH2:6][N:5]([C:8]([O:10][C:11]([CH3:12])([CH3:14])[CH3:13])=[O:9])[CH2:4][CH2:3]1. (6) Given the reactants [S:1]([NH2:5])(=[O:4])(=[O:3])[OH:2].[CH2:6]([N:8]([CH2:11][CH3:12])[CH2:9][CH3:10])[CH3:7], predict the reaction product. The product is: [CH2:6]([N:8]([CH2:11][CH3:12])[CH2:9][CH3:10])[CH3:7].[S:1]([NH2:5])(=[O:3])(=[O:2])[OH:4]. (7) Given the reactants C(N(CC)CC)C.[N:8]1([CH2:14][CH2:15][CH2:16][C:17]2[C:25]3[CH2:24][CH2:23][CH2:22][CH2:21][C:20]=3[NH:19][C:18]=2[CH:26]=[O:27])[CH2:13][CH2:12][NH:11][CH2:10][CH2:9]1.Cl[C:29]([O:31][CH2:32][CH3:33])=[O:30].ClCCl.CO, predict the reaction product. The product is: [CH2:32]([O:31][C:29]([N:11]1[CH2:12][CH2:13][N:8]([CH2:14][CH2:15][CH2:16][C:17]2[C:25]3[CH2:24][CH2:23][CH2:22][CH2:21][C:20]=3[NH:19][C:18]=2[CH:26]=[O:27])[CH2:9][CH2:10]1)=[O:30])[CH3:33]. (8) Given the reactants [F:1][C:2]1[CH:7]=[CH:6][CH:5]=[C:4]([F:8])[C:3]=1[N:9]1[C:14]2[N:15]=[C:16](S(C)(=O)=O)[N:17]=[C:18]([C:19]3[CH:20]=[C:21]([CH:28]=[CH:29][C:30]=3[CH3:31])[C:22]([NH:24][CH2:25][CH2:26][CH3:27])=[O:23])[C:13]=2[CH2:12][NH:11][C:10]1=[O:36], predict the reaction product. The product is: [NH2:9][CH2:14][CH2:13][CH2:12][NH:11][C:16]1[N:17]=[C:18]([C:19]2[CH:20]=[C:21]([CH:28]=[CH:29][C:30]=2[CH3:31])[C:22]([NH:24][CH2:25][CH2:26][CH3:27])=[O:23])[C:13]2[CH2:12][NH:11][C:10](=[O:36])[N:9]([C:3]3[C:2]([F:1])=[CH:7][CH:6]=[CH:5][C:4]=3[F:8])[C:14]=2[N:15]=1. (9) Given the reactants [CH2:1]([C@@:5]1([CH2:32][CH3:33])[NH:11][C@H:10]([C:12]2[CH:17]=[CH:16][CH:15]=[CH:14][CH:13]=2)[C:9]2[CH:18]=[C:19]([O:28][CH3:29])[C:20]([CH2:22][NH:23][C:24](=[O:27])[CH2:25]Cl)=[CH:21][C:8]=2[S:7](=[O:31])(=[O:30])[CH2:6]1)[CH2:2][CH2:3][CH3:4].C(O)C.O.[S:38]([O-:41])([O-:40])=[O:39].[Na+].[Na+], predict the reaction product. The product is: [CH2:1]([C@@:5]1([CH2:32][CH3:33])[NH:11][C@H:10]([C:12]2[CH:17]=[CH:16][CH:15]=[CH:14][CH:13]=2)[C:9]2[CH:18]=[C:19]([O:28][CH3:29])[C:20]([CH2:22][NH:23][C:24](=[O:27])[CH2:25][S:38]([OH:41])(=[O:40])=[O:39])=[CH:21][C:8]=2[S:7](=[O:31])(=[O:30])[CH2:6]1)[CH2:2][CH2:3][CH3:4].